This data is from Catalyst prediction with 721,799 reactions and 888 catalyst types from USPTO. The task is: Predict which catalyst facilitates the given reaction. Reactant: [H-].[Na+].[CH:3]1([CH2:6][OH:7])[CH2:5][CH2:4]1.F[C:9]1[C:18]([CH3:19])=[CH:17][C:12]([C:13]([O:15]C)=[O:14])=[CH:11][N:10]=1.[OH-].[Na+].Cl. Product: [CH:3]1([CH2:6][O:7][C:9]2[C:18]([CH3:19])=[CH:17][C:12]([C:13]([OH:15])=[O:14])=[CH:11][N:10]=2)[CH2:5][CH2:4]1. The catalyst class is: 242.